Predict the product of the given reaction. From a dataset of Forward reaction prediction with 1.9M reactions from USPTO patents (1976-2016). (1) Given the reactants [NH2:1][N:2]1[CH:6]=[CH:5][C:4]([Br:7])=[C:3]1[C:8]([O:10]CC)=O.[NH3:13].CO, predict the reaction product. The product is: [NH2:1][N:2]1[CH:6]=[CH:5][C:4]([Br:7])=[C:3]1[C:8]([NH2:13])=[O:10]. (2) Given the reactants [CH3:1][C:2]1[CH:3]=[CH:4][CH:5]=[C:6]2[C:10]=1[NH:9][C:8]([C:11]([OH:13])=O)=[CH:7]2.Cl.CN(C)CCCN=C=NCC.[CH3:26][N:27]1[CH2:32][CH2:31][NH:30][CH2:29][CH2:28]1, predict the reaction product. The product is: [CH3:1][C:2]1[CH:3]=[CH:4][CH:5]=[C:6]2[C:10]=1[NH:9][C:8]([C:11]([N:30]1[CH2:31][CH2:32][N:27]([CH3:26])[CH2:28][CH2:29]1)=[O:13])=[CH:7]2. (3) Given the reactants CS(O[CH2:6][CH2:7][C@@H:8]1[CH2:13][N:12]([C:14]([O:16][CH2:17][C:18]2[CH:23]=[CH:22][CH:21]=[CH:20][CH:19]=2)=[O:15])[CH2:11][CH2:10][N:9]1[C:24]([O:26][C:27]([CH3:30])([CH3:29])[CH3:28])=[O:25])(=O)=O.[CH3:31][C:32]1[NH:36][N:35]=[C:34]([C:37]([O:39][CH2:40][CH3:41])=[O:38])[CH:33]=1.C(=O)([O-])[O-].[K+].[K+].CN(C=O)C, predict the reaction product. The product is: [CH2:40]([O:39][C:37]([C:34]1[CH:33]=[C:32]([CH3:31])[N:36]([CH2:6][CH2:7][C@@H:8]2[CH2:13][N:12]([C:14]([O:16][CH2:17][C:18]3[CH:23]=[CH:22][CH:21]=[CH:20][CH:19]=3)=[O:15])[CH2:11][CH2:10][N:9]2[C:24]([O:26][C:27]([CH3:28])([CH3:30])[CH3:29])=[O:25])[N:35]=1)=[O:38])[CH3:41]. (4) Given the reactants [CH3:1][C:2]1[N:7]=[CH:6][C:5]([N:8]2[CH:12]=[C:11]([C:13]3[CH:18]=[CH:17][CH:16]=[CH:15][N:14]=3)[N:10]=[C:9]2[C:19]2[CH:24]=[CH:23][C:22]([NH:25][C:26]3[C:31]([NH2:32])=[CH:30][CH:29]=[CH:28][N:27]=3)=[CH:21][CH:20]=2)=[CH:4][CH:3]=1.[CH3:33][O:34][C:35](OC)(OC)OC.[C:42](O)(=O)[CH2:43]C, predict the reaction product. The product is: [CH3:1][C:2]1[N:7]=[CH:6][C:5]([N:8]2[CH:12]=[C:11]([C:13]3[CH:18]=[CH:17][CH:16]=[CH:15][N:14]=3)[N:10]=[C:9]2[C:19]2[CH:20]=[CH:21][C:22]([N:25]3[C:26]4=[N:27][CH:28]=[CH:29][CH:30]=[C:31]4[N:32]=[C:33]3[O:34][CH2:35][CH2:42][CH3:43])=[CH:23][CH:24]=2)=[CH:4][CH:3]=1. (5) Given the reactants [Cl:1][C:2]1[CH:3]=[CH:4][C:5]([O:15][CH2:16][C:17]2[CH:22]=[CH:21][CH:20]=[CH:19][CH:18]=2)=[C:6]([CH2:8][N:9]2[CH:13]=[CH:12][C:11]([NH2:14])=[N:10]2)[CH:7]=1.C(=O)(O)[O-].[K+].Cl[CH2:29][C:30](Cl)=[O:31].[CH2:33]([CH2:35][NH2:36])[OH:34], predict the reaction product. The product is: [Cl:1][C:2]1[CH:3]=[CH:4][C:5]([O:15][CH2:16][C:17]2[CH:18]=[CH:19][CH:20]=[CH:21][CH:22]=2)=[C:6]([CH2:8][N:9]2[CH:13]=[CH:12][C:11]([NH:14][C:30](=[O:31])[CH2:29][NH:36][CH2:35][CH2:33][OH:34])=[N:10]2)[CH:7]=1. (6) Given the reactants [Cl:1][CH2:2][C:3]([C:5]1[CH:6]=[C:7]2[C:12](=[C:13]([CH3:15])[CH:14]=1)[NH:11][C:10](=[O:16])[CH2:9][C:8]2([CH3:18])[CH3:17])=O.C([SiH](CC)CC)C, predict the reaction product. The product is: [Cl:1][CH2:2][CH2:3][C:5]1[CH:6]=[C:7]2[C:12](=[C:13]([CH3:15])[CH:14]=1)[NH:11][C:10](=[O:16])[CH2:9][C:8]2([CH3:18])[CH3:17].